This data is from hERG Central: cardiac toxicity at 1µM, 10µM, and general inhibition. The task is: Predict hERG channel inhibition at various concentrations. (1) The molecule is CC(=O)Nc1cc(C(=O)N(C)Cc2ccco2)ccc1Sc1ccc(Cl)cc1. Results: hERG_inhib (hERG inhibition (general)): blocker. (2) The drug is CCN(CC)CCCn1c2c(c(SCC(=O)Nc3ccc(C)c(F)c3)nc1=O)CCC2. Results: hERG_inhib (hERG inhibition (general)): blocker. (3) The molecule is COc1ccc(CN2CCC(C(=O)c3cccc(Cl)c3)CC2)cc1. Results: hERG_inhib (hERG inhibition (general)): blocker.